This data is from Forward reaction prediction with 1.9M reactions from USPTO patents (1976-2016). The task is: Predict the product of the given reaction. (1) Given the reactants [CH3:1][O:2][C:3]([C:5]1[N:13]([CH2:14][CH2:15][O:16][Si:17]([CH:24]([CH3:26])[CH3:25])([CH:21]([CH3:23])[CH3:22])[CH:18]([CH3:20])[CH3:19])[C:12]2[CH:11]=[CH:10][N:9]=[CH:8][C:7]=2[C:6]=1[NH:27][C:28]1[CH:33]=[CH:32][C:31]([Si](C)(C)C)=[CH:30][C:29]=1[F:38])=[O:4].[I:39]Cl, predict the reaction product. The product is: [CH3:1][O:2][C:3]([C:5]1[N:13]([CH2:14][CH2:15][O:16][Si:17]([CH:24]([CH3:26])[CH3:25])([CH:21]([CH3:23])[CH3:22])[CH:18]([CH3:20])[CH3:19])[C:12]2[CH:11]=[CH:10][N:9]=[CH:8][C:7]=2[C:6]=1[NH:27][C:28]1[CH:33]=[CH:32][C:31]([I:39])=[CH:30][C:29]=1[F:38])=[O:4]. (2) Given the reactants CN(C1C=CC=CN=1)C.Cl.C(N=C=NCCCN(C)C)C.[CH2:22]([O:25][CH2:26][CH2:27][CH2:28][CH2:29][O:30][C:31]1[CH:39]=[CH:38][C:34]([C:35]([OH:37])=[O:36])=[CH:33][CH:32]=1)[CH:23]=[CH2:24].[CH2:40]([O:48][C:49]1[CH:72]=[CH:71][C:52]([C:53]([O:55][C:56]2[CH:68]=[CH:67][C:66]3[C:65]4[C:60](=[CH:61][C:62](O)=[CH:63][CH:64]=4)[CH:59]([CH3:70])[C:58]=3[CH:57]=2)=[O:54])=[CH:51][CH:50]=1)[CH2:41][CH2:42][CH2:43][CH2:44][CH2:45][CH2:46][CH3:47], predict the reaction product. The product is: [CH2:22]([O:25][CH2:26][CH2:27][CH2:28][CH2:29][O:30][C:31]1[CH:39]=[CH:38][C:34]([C:35]([O:37][C:62]2[CH:63]=[CH:64][C:65]3[C:66]4[C:58](=[CH:57][C:56]([O:55][C:53](=[O:54])[C:52]5[CH:51]=[CH:50][C:49]([O:48][CH2:40][CH2:41][CH2:42][CH2:43][CH2:44][CH2:45][CH2:46][CH3:47])=[CH:72][CH:71]=5)=[CH:68][CH:67]=4)[CH:59]([CH3:70])[C:60]=3[CH:61]=2)=[O:36])=[CH:33][CH:32]=1)[CH:23]=[CH2:24]. (3) Given the reactants [C:1]([O:4][CH2:5][C@@H:6]([N:8]1[CH:17]=[CH:16][C:15]2[C:10](=[CH:11][CH:12]=[CH:13][C:14]=2[N+:18]([O-])=O)[C:9]1=[O:21])[CH3:7])(=[O:3])[CH3:2].C(O)C.[Cl-].[NH4+].O, predict the reaction product. The product is: [C:1]([O:4][CH2:5][C@@H:6]([N:8]1[CH:17]=[CH:16][C:15]2[C:10](=[CH:11][CH:12]=[CH:13][C:14]=2[NH2:18])[C:9]1=[O:21])[CH3:7])(=[O:3])[CH3:2]. (4) Given the reactants Br[C:2]1[CH:7]=[C:6]([F:8])[C:5]([N+:9]([O-:11])=[O:10])=[CH:4][C:3]=1[CH2:12][C:13]([O:15][CH2:16][CH3:17])=[O:14].[CH3:18][Si:19]([C:22]#[CH:23])([CH3:21])[CH3:20], predict the reaction product. The product is: [F:8][C:6]1[C:5]([N+:9]([O-:11])=[O:10])=[CH:4][C:3]([CH2:12][C:13]([O:15][CH2:16][CH3:17])=[O:14])=[C:2]([C:23]#[C:22][Si:19]([CH3:21])([CH3:20])[CH3:18])[CH:7]=1.